Dataset: Reaction yield outcomes from USPTO patents with 853,638 reactions. Task: Predict the reaction yield, written as a fraction of the theoretical maximum amount of product (1.0 means a 100% yield; for example, 0.34 means a 34% yield). (1) The reactants are [C:1]([C:3]1[CH:8]=[CH:7][N:6]=[C:5]([N:9]2[C:13]([C:14]3[CH:19]=[CH:18][C:17]([CH3:20])=[CH:16][CH:15]=3)=[CH:12][C:11]([C:21]([O:23]C)=[O:22])=[N:10]2)[CH:4]=1)#[N:2].[OH-].[Na+].Cl. The catalyst is CN(C=O)C.C1COCC1.O. The product is [C:1]([C:3]1[CH:8]=[CH:7][N:6]=[C:5]([N:9]2[C:13]([C:14]3[CH:19]=[CH:18][C:17]([CH3:20])=[CH:16][CH:15]=3)=[CH:12][C:11]([C:21]([OH:23])=[O:22])=[N:10]2)[CH:4]=1)#[N:2]. The yield is 0.410. (2) The reactants are [CH3:1][N:2]([CH:27]([CH3:29])[CH3:28])[C:3]1[C:4]([C:17]2[CH:18]=[CH:19][C:20]3[O:24][CH:23]=[C:22]([CH3:25])[C:21]=3[CH:26]=2)=[N:5][C:6]2[C:11]([N:12]=1)=[CH:10][C:9]([C:13]([O:15]C)=[O:14])=[CH:8][CH:7]=2.[OH-].[Na+].O. The catalyst is CO.C(Cl)(Cl)Cl. The product is [CH3:1][N:2]([CH:27]([CH3:29])[CH3:28])[C:3]1[C:4]([C:17]2[CH:18]=[CH:19][C:20]3[O:24][CH:23]=[C:22]([CH3:25])[C:21]=3[CH:26]=2)=[N:5][C:6]2[C:11]([N:12]=1)=[CH:10][C:9]([C:13]([OH:15])=[O:14])=[CH:8][CH:7]=2. The yield is 0.590. (3) The reactants are [NH2:1][C:2]1[C:3]([C:10]([O:12]CC)=[O:11])=[N:4][O:5][C:6]=1[CH:7]([CH3:9])[CH3:8].[OH-].[Na+].Cl. The catalyst is C1COCC1. The product is [NH2:1][C:2]1[C:3]([C:10]([OH:12])=[O:11])=[N:4][O:5][C:6]=1[CH:7]([CH3:9])[CH3:8]. The yield is 0.430.